Dataset: Reaction yield outcomes from USPTO patents with 853,638 reactions. Task: Predict the reaction yield, written as a fraction of the theoretical maximum amount of product (1.0 means a 100% yield; for example, 0.34 means a 34% yield). The reactants are Cl[C:2]1[N:7]=[C:6]([C:8]2[S:12][C:11]([C:13]([CH3:16])([CH3:15])[CH3:14])=[N:10][C:9]=2[C:17]2[C:18]([F:35])=[C:19]([NH:23][S:24]([C:27]3[CH:32]=[C:31]([F:33])[CH:30]=[CH:29][C:28]=3[F:34])(=[O:26])=[O:25])[CH:20]=[CH:21][CH:22]=2)[CH:5]=[CH:4][N:3]=1.[NH2:36][CH2:37][CH2:38][CH2:39][N:40]1[CH2:44][CH2:43][CH2:42][C:41]1=[O:45]. No catalyst specified. The product is [CH3:14][C:13]([C:11]1[S:12][C:8]([C:6]2[CH:5]=[CH:4][N:3]=[C:2]([NH:36][CH2:37][CH2:38][CH2:39][N:40]3[CH2:44][CH2:43][CH2:42][C:41]3=[O:45])[N:7]=2)=[C:9]([C:17]2[C:18]([F:35])=[C:19]([NH:23][S:24]([C:27]3[CH:32]=[C:31]([F:33])[CH:30]=[CH:29][C:28]=3[F:34])(=[O:26])=[O:25])[CH:20]=[CH:21][CH:22]=2)[N:10]=1)([CH3:16])[CH3:15]. The yield is 0.800.